From a dataset of Forward reaction prediction with 1.9M reactions from USPTO patents (1976-2016). Predict the product of the given reaction. (1) Given the reactants [I:1][C:2]1[CH:7]=[CH:6][C:5]([OH:8])=[CH:4][CH:3]=1.Cl[CH2:10][CH2:11][N:12]1[CH2:16][CH2:15][CH2:14][CH2:13]1.Cl.C([O-])([O-])=O.[K+].[K+], predict the reaction product. The product is: [I:1][C:2]1[CH:7]=[CH:6][C:5]([O:8][CH2:10][CH2:11][N:12]2[CH2:16][CH2:15][CH2:14][CH2:13]2)=[CH:4][CH:3]=1. (2) Given the reactants [F:1][C:2]1[C:31]([F:32])=[CH:30][CH:29]=[CH:28][C:3]=1[O:4][C:5]1[CH:10]=[CH:9][C:8]([C:11]2[C:19]3[C:14](=[N:15][CH:16]=[N:17][C:18]=3[NH2:20])[N:13]([CH2:21][C@H:22]3[CH2:26][CH2:25][CH2:24][NH:23]3)[N:12]=2)=[C:7]([F:27])[CH:6]=1.[C:33]([CH2:35][C:36](O)=[O:37])#[N:34].CN(C(ON1N=NC2C=CC=NC1=2)=[N+](C)C)C.F[P-](F)(F)(F)(F)F.C(O)(C(F)(F)F)=O, predict the reaction product. The product is: [NH2:20][C:18]1[N:17]=[CH:16][N:15]=[C:14]2[N:13]([CH2:21][C@H:22]3[CH2:26][CH2:25][CH2:24][N:23]3[C:36](=[O:37])[CH2:35][C:33]#[N:34])[N:12]=[C:11]([C:8]3[CH:9]=[CH:10][C:5]([O:4][C:3]4[CH:28]=[CH:29][CH:30]=[C:31]([F:32])[C:2]=4[F:1])=[CH:6][C:7]=3[F:27])[C:19]=12. (3) Given the reactants [CH3:1][C:2]1[CH:17]=[N:16][C:5]2[NH:6][C:7]3[CH2:8][CH2:9][N:10]4[CH:14]([C:15]=3[C:4]=2[CH:3]=1)[CH2:13][CH2:12][CH2:11]4.[H-].[Na+].CC1C=CC(S(O[CH2:31][CH2:32][C:33]2[CH:34]=[N:35][C:36]([CH3:39])=[CH:37][CH:38]=2)(=O)=O)=CC=1, predict the reaction product. The product is: [CH3:1][C:2]1[CH:17]=[N:16][C:5]2[N:6]([CH2:31][CH2:32][C:33]3[CH:34]=[N:35][C:36]([CH3:39])=[CH:37][CH:38]=3)[C:7]3[CH2:8][CH2:9][N:10]4[CH:14]([C:15]=3[C:4]=2[CH:3]=1)[CH2:13][CH2:12][CH2:11]4. (4) The product is: [CH2:37]([O:44][C:45]([N:47]1[CH2:48][CH:49]2[CH2:54][CH:53]([CH2:55][O:17][C:11]3[CH:10]=[C:9]4[C:14]([C:5]([O:4][C:3]5[CH:18]=[CH:19][C:20]([N+:22]([O-:24])=[O:23])=[CH:21][C:2]=5[F:1])=[CH:6][CH:7]=[N:8]4)=[CH:13][C:12]=3[O:15][CH3:16])[CH2:52][CH:50]2[CH2:51]1)=[O:46])[C:38]1[CH:39]=[CH:40][CH:41]=[CH:42][CH:43]=1. Given the reactants [F:1][C:2]1[CH:21]=[C:20]([N+:22]([O-:24])=[O:23])[CH:19]=[CH:18][C:3]=1[O:4][C:5]1[C:14]2[C:9](=[CH:10][C:11]([OH:17])=[C:12]([O:15][CH3:16])[CH:13]=2)[N:8]=[CH:7][CH:6]=1.CC(N(C)C)=O.C(=O)([O-])[O-].[Cs+].[Cs+].[CH2:37]([O:44][C:45]([N:47]1[CH2:51][CH:50]2[CH2:52][CH:53]([CH2:55]OS(C)(=O)=O)[CH2:54][CH:49]2[CH2:48]1)=[O:46])[C:38]1[CH:43]=[CH:42][CH:41]=[CH:40][CH:39]=1, predict the reaction product. (5) Given the reactants C[O:2][C:3]1[CH:12]=[CH:11][C:6]2[N:7]=[C:8]([CH3:10])[S:9][C:5]=2[CH:4]=1.Br, predict the reaction product. The product is: [CH3:10][C:8]1[S:9][C:5]2[CH:4]=[C:3]([OH:2])[CH:12]=[CH:11][C:6]=2[N:7]=1. (6) Given the reactants C([O:3][C:4](=[O:39])[CH2:5][CH2:6][N:7]([CH2:37][CH3:38])[CH2:8][C:9](=[O:36])[N:10]1[C:18]2[C:13](=[CH:14][C:15]([O:19][CH2:20][C:21]3[S:22][C:23]([C:32]([F:35])([F:34])[F:33])=[C:24]([C:26]4[CH:31]=[CH:30][CH:29]=[CH:28][CH:27]=4)[CH:25]=3)=[CH:16][CH:17]=2)[CH2:12][CH2:11]1)C.O.Cl.CO.C(Cl)(Cl)Cl, predict the reaction product. The product is: [CH2:37]([N:7]([CH2:6][CH2:5][C:4]([OH:39])=[O:3])[CH2:8][C:9](=[O:36])[N:10]1[C:18]2[C:13](=[CH:14][C:15]([O:19][CH2:20][C:21]3[S:22][C:23]([C:32]([F:34])([F:35])[F:33])=[C:24]([C:26]4[CH:31]=[CH:30][CH:29]=[CH:28][CH:27]=4)[CH:25]=3)=[CH:16][CH:17]=2)[CH2:12][CH2:11]1)[CH3:38]. (7) Given the reactants CC1C=CC(S(O[CH2:12][C@@H:13]([C@H:15]2[O:19][C:18](=[O:20])[C:17]([O:21][CH2:22][C:23]3[CH:28]=[CH:27][CH:26]=[CH:25][CH:24]=3)=[C:16]2[O:29][CH2:30][C:31]2[CH:36]=[CH:35][CH:34]=[CH:33][CH:32]=2)[OH:14])(=O)=O)=CC=1.[N-:37]=[N+:38]=[N-:39].[Na+], predict the reaction product. The product is: [N:37]([CH2:12][C@@H:13]([C@H:15]1[O:19][C:18](=[O:20])[C:17]([O:21][CH2:22][C:23]2[CH:28]=[CH:27][CH:26]=[CH:25][CH:24]=2)=[C:16]1[O:29][CH2:30][C:31]1[CH:36]=[CH:35][CH:34]=[CH:33][CH:32]=1)[OH:14])=[N+:38]=[N-:39].